From a dataset of Forward reaction prediction with 1.9M reactions from USPTO patents (1976-2016). Predict the product of the given reaction. (1) Given the reactants [CH2:1]([C:3]1[CH:4]=[CH:5][C:6](N)=[C:7]([CH2:9][C:10]([OH:12])=[O:11])[CH:8]=1)[CH3:2].N([O-])=O.[Na+].[I-:18].[K+], predict the reaction product. The product is: [CH2:1]([C:3]1[CH:4]=[CH:5][C:6]([I:18])=[C:7]([CH2:9][C:10]([OH:12])=[O:11])[CH:8]=1)[CH3:2]. (2) Given the reactants [CH3:1][O:2][C:3]([C:5]1[CH:10]=[CH:9][C:8]([C:11]#[N:12])=[C:7](Cl)[N:6]=1)=[O:4].[CH3:14][N:15]1[C:19]([CH3:20])=[C:18](B(O)O)[C:17]([CH3:24])=[N:16]1, predict the reaction product. The product is: [CH3:1][O:2][C:3]([C:5]1[CH:10]=[CH:9][C:8]([C:11]#[N:12])=[C:7]([C:18]2[C:17]([CH3:24])=[N:16][N:15]([CH3:14])[C:19]=2[CH3:20])[N:6]=1)=[O:4]. (3) The product is: [C:1]([CH:4]1[CH2:5][CH2:6][CH:7]([NH:10][C:11]2[CH:29]=[CH:28][C:27]([N+:30]([O-:32])=[O:31])=[CH:26][C:12]=2[C:13]([NH:15][CH2:16][C:17]2[CH:25]=[CH:24][C:20]3[O:21][CH2:22][O:23][C:19]=3[CH:18]=2)=[O:14])[CH2:8][CH2:9]1)(=[O:3])[NH2:35]. Given the reactants [C:1]([CH:4]1[CH2:9][CH2:8][CH:7]([NH:10][C:11]2[CH:29]=[CH:28][C:27]([N+:30]([O-:32])=[O:31])=[CH:26][C:12]=2[C:13]([NH:15][CH2:16][C:17]2[CH:25]=[CH:24][C:20]3[O:21][CH2:22][O:23][C:19]=3[CH:18]=2)=[O:14])[CH2:6][CH2:5]1)([OH:3])=O.Cl.C[N:35](C)CCCN=C=NCC.ON1C2C=CC=CC=2N=N1, predict the reaction product. (4) Given the reactants [CH:1](NC(C)C)(C)C.[CH2:8]([Li])[CH2:9][CH2:10][CH3:11].CCCCCC.[CH3:19][C:20]1[CH:25]=[CH:24][N:23]=[CH:22][N:21]=1.[O:26]1[CH2:30][CH2:29][CH2:28]C1, predict the reaction product. The product is: [CH3:11][C:10]1[CH:28]=[C:29]([C:30]([OH:26])=[CH:19][C:20]2[CH:25]=[CH:24][N:23]=[CH:22][N:21]=2)[CH:1]=[CH:8][CH:9]=1. (5) The product is: [F:40][C:41]([F:46])([F:45])[C:42]([OH:44])=[O:43].[NH2:31][CH:27]([C:28]([OH:30])=[O:29])[CH2:26][CH2:25][CH2:24][CH2:23][NH:22][S:19]([C:14]1[C:13]([OH:39])=[C:12]([NH:11][C:9]([NH:8][C:3]2[CH:4]=[CH:5][CH:6]=[CH:7][C:2]=2[Br:1])=[O:10])[CH:17]=[CH:16][C:15]=1[Cl:18])(=[O:21])=[O:20]. Given the reactants [Br:1][C:2]1[CH:7]=[CH:6][CH:5]=[CH:4][C:3]=1[NH:8][C:9]([NH:11][C:12]1[CH:17]=[CH:16][C:15]([Cl:18])=[C:14]([S:19]([NH:22][CH2:23][CH2:24][CH2:25][CH2:26][CH:27]([NH:31]C(OC(C)(C)C)=O)[C:28]([OH:30])=[O:29])(=[O:21])=[O:20])[C:13]=1[OH:39])=[O:10].[F:40][C:41]([F:46])([F:45])[C:42]([OH:44])=[O:43], predict the reaction product. (6) Given the reactants [ClH:1].Cl.[C:3]([C@@:5]1([CH:28]2[CH2:30][CH2:29]2)[CH2:9][CH2:8][N:7]([C:10]2[CH:15]=[CH:14][N:13]=[C:12]([NH:16][C:17]3[CH:25]=[C:24]([CH3:26])[C:20]([C:21](O)=[O:22])=[CH:19][N:18]=3)[CH:11]=2)[C:6]1=[O:27])#[N:4].[NH2:31][CH:32]1[CH2:36][CH2:35][N:34](C(OC(C)(C)C)=O)[CH2:33]1.C(N(C(C)C)CC)(C)C.CN(C(ON1N=NC2C=CC=NC1=2)=[N+](C)C)C.F[P-](F)(F)(F)(F)F.C(=O)([O-])O.[Na+], predict the reaction product. The product is: [ClH:1].[C:3]([C@@:5]1([CH:28]2[CH2:30][CH2:29]2)[CH2:9][CH2:8][N:7]([C:10]2[CH:15]=[CH:14][N:13]=[C:12]([NH:16][C:17]3[CH:25]=[C:24]([CH3:26])[C:20]([C:21]([NH:31][CH:32]4[CH2:36][CH2:35][NH:34][CH2:33]4)=[O:22])=[CH:19][N:18]=3)[CH:11]=2)[C:6]1=[O:27])#[N:4].